From a dataset of Forward reaction prediction with 1.9M reactions from USPTO patents (1976-2016). Predict the product of the given reaction. (1) Given the reactants [CH2:1]([C@H:8]1[CH2:12][O:11][C:10](=[O:13])[N:9]1[C:14](=[O:20])[CH2:15][CH2:16][CH2:17][CH2:18][Br:19])[C:2]1[CH:7]=[CH:6][CH:5]=[CH:4][CH:3]=1.C[Si]([N-][Si](C)(C)C)(C)C.[Na+].Cl[CH2:32][O:33][CH3:34].Cl, predict the reaction product. The product is: [CH2:1]([C@H:8]1[CH2:12][O:11][C:10](=[O:13])[N:9]1[C:14](=[O:20])[C@@H:15]([CH2:32][O:33][CH3:34])[CH2:16][CH2:17][CH2:18][Br:19])[C:2]1[CH:7]=[CH:6][CH:5]=[CH:4][CH:3]=1. (2) The product is: [CH2:37]([C:41]1[N:42]=[C:43]2[CH:58]=[CH:57][CH:56]=[CH:55][N:44]2[C:45](=[O:54])[C:46]=1[C:47]1[CH:52]=[CH:51][C:50]([NH:53][C:31]([C@@H:30]2[CH2:34][CH2:35][CH2:36][N:29]2[C:22]([O:24][C:25]([CH3:26])([CH3:27])[CH3:28])=[O:23])=[O:33])=[CH:49][CH:48]=1)[CH2:38][CH2:39][CH3:40]. Given the reactants CN(C)CCCN=C=NCC.ON1C2C=CC=CC=2N=N1.[C:22]([N:29]1[CH2:36][CH2:35][CH2:34][C@H:30]1[C:31]([OH:33])=O)([O:24][C:25]([CH3:28])([CH3:27])[CH3:26])=[O:23].[CH2:37]([C:41]1[N:42]=[C:43]2[CH:58]=[CH:57][CH:56]=[CH:55][N:44]2[C:45](=[O:54])[C:46]=1[C:47]1[CH:52]=[CH:51][C:50]([NH2:53])=[CH:49][CH:48]=1)[CH2:38][CH2:39][CH3:40], predict the reaction product. (3) Given the reactants [BH4-].[Li+].[CH2:3]([O:10][C:11]1[C:16]([CH2:17][N:18]2[CH2:27][CH2:26][C:25]3[C:20](=[C:21]([Cl:39])[C:22]([CH:29]([CH:34]4[CH2:38][CH2:37][O:36][CH2:35]4)[C:30](OC)=[O:31])=[CH:23][C:24]=3[Cl:28])[C:19]2=[O:40])=[C:15]([CH3:41])[CH:14]=[C:13]([CH3:42])[N:12]=1)[C:4]1[CH:9]=[CH:8][CH:7]=[CH:6][CH:5]=1, predict the reaction product. The product is: [CH2:3]([O:10][C:11]1[C:16]([CH2:17][N:18]2[CH2:27][CH2:26][C:25]3[C:20](=[C:21]([Cl:39])[C:22]([CH:29]([CH:34]4[CH2:38][CH2:37][O:36][CH2:35]4)[CH2:30][OH:31])=[CH:23][C:24]=3[Cl:28])[C:19]2=[O:40])=[C:15]([CH3:41])[CH:14]=[C:13]([CH3:42])[N:12]=1)[C:4]1[CH:5]=[CH:6][CH:7]=[CH:8][CH:9]=1. (4) Given the reactants [Br:1][C:2]1[CH:11]=[CH:10][C:5]([C:6]([O:8][CH3:9])=[O:7])=[CH:4][C:3]=1[CH2:12]Br.CS(C)=[O:16].C(=O)(O)[O-].[Na+], predict the reaction product. The product is: [Br:1][C:2]1[CH:11]=[CH:10][C:5]([C:6]([O:8][CH3:9])=[O:7])=[CH:4][C:3]=1[CH2:12][OH:16].